Task: Predict which catalyst facilitates the given reaction.. Dataset: Catalyst prediction with 721,799 reactions and 888 catalyst types from USPTO (1) Reactant: [ClH:1].[N:2]1([C:7]([C@@H:9]2[O:14][CH2:13][CH2:12][N:11](C(OC(C)(C)C)=O)[CH2:10]2)=[O:8])[CH2:6][CH2:5][CH2:4][CH2:3]1. Product: [ClH:1].[NH:11]1[CH2:12][CH2:13][O:14][C@@H:9]([C:7]([N:2]2[CH2:6][CH2:5][CH2:4][CH2:3]2)=[O:8])[CH2:10]1. The catalyst class is: 12. (2) Product: [CH3:17][C:16]1[N:15]=[CH:14][N:13]2[CH2:7][CH2:8][CH2:9][C:10](=[O:11])[C:12]=12. The catalyst class is: 577. Reactant: CS(Cl)(=O)=O.O[CH2:7][CH2:8][CH2:9][C:10]([C:12]1[N:13]=[CH:14][N:15](C(C2C=CC=CC=2)(C2C=CC=CC=2)C2C=CC=CC=2)[C:16]=1[CH3:17])=[O:11].C(N(CC)CC)C.O. (3) Reactant: [ClH:1].[CH3:2][N:3]([CH3:27])[CH:4]1[CH2:9][CH2:8][N:7]([C:10](=[O:26])[CH2:11][CH2:12][C:13]2[N:14]([CH2:18][C:19]([O:21][CH:22]([CH2:24][CH3:25])[CH3:23])=[O:20])[CH:15]=[CH:16][N:17]=2)[CH2:6][CH2:5]1. Product: [ClH:1].[CH3:27][N:3]([CH3:2])[CH:4]1[CH2:9][CH2:8][N:7]([C:10](=[O:26])[CH2:11][CH2:12][C:13]2[N:14]([CH2:18][C:19]([O:21][CH:22]([CH2:24][CH3:25])[CH3:23])=[O:20])[CH:15]=[CH:16][N:17]=2)[CH2:6][CH2:5]1. The catalyst class is: 27. (4) Reactant: O=[C:2]1[C:11]2[C:10]([C:12]([O:14]C)=O)=[CH:9][CH:8]=[CH:7][C:6]=2[NH:5][CH:4]([C:16]2[CH:17]=[N:18][CH:19]=[CH:20][CH:21]=2)[CH:3]1[C:22]1[CH:23]=[N:24][CH:25]=[CH:26][CH:27]=1.O=C1C2C(C(OCC)=O)=CC=CC=2NC(C2C=NC=CC=2)C1C1C=NC=CC=1.O.[NH2:57][NH2:58]. Product: [N:18]1[CH:19]=[CH:20][CH:21]=[C:16]([CH:4]2[NH:5][C:6]3[C:11]4[C:2](=[N:57][NH:58][C:12](=[O:14])[C:10]=4[CH:9]=[CH:8][CH:7]=3)[CH:3]2[C:22]2[CH:23]=[N:24][CH:25]=[CH:26][CH:27]=2)[CH:17]=1. The catalyst class is: 5. (5) The catalyst class is: 38. Product: [F:1][C:2]1[CH:7]=[CH:6][C:5]([CH2:8][CH:9]([NH:13][CH:20]=[O:21])[CH:10]([CH3:11])[CH3:12])=[CH:4][C:3]=1[O:14][CH2:15][CH2:16][CH2:17][O:18][CH3:19]. Reactant: [F:1][C:2]1[CH:7]=[CH:6][C:5]([CH2:8][CH:9]([NH2:13])[CH:10]([CH3:12])[CH3:11])=[CH:4][C:3]=1[O:14][CH2:15][CH2:16][CH2:17][O:18][CH3:19].[CH:20](O)=[O:21]. (6) Reactant: [S:1]1[C:5](B(O)O)=[CH:4][C:3]2[CH:9]=[CH:10][CH:11]=[CH:12][C:2]1=2.[NH2:13][C:14]1[CH:19]=[CH:18][CH:17]=[CH:16][CH:15]=1.O.O=[CH:22][C:23]([OH:25])=[O:24]. Product: [S:1]1[C:5]([CH:22]([NH:13][C:14]2[CH:19]=[CH:18][CH:17]=[CH:16][CH:15]=2)[C:23]([OH:25])=[O:24])=[CH:4][C:3]2[CH:9]=[CH:10][CH:11]=[CH:12][C:2]1=2. The catalyst class is: 10. (7) Reactant: [H-].[H-].[H-].[H-].[Li+].[Al+3].[C:7]([O:11][C:12]([N:14]1[CH2:18][C@@H:17]([N:19]([CH2:32][C:33]2[CH:38]=[C:37]([C:39]([F:42])([F:41])[F:40])[CH:36]=[C:35]([C:43]([F:46])([F:45])[F:44])[CH:34]=2)[C:20]2[N:25]=[CH:24][C:23]([CH2:26][CH2:27][C:28](OC)=[O:29])=[CH:22][N:21]=2)[CH2:16][C@H:15]1[CH2:47][CH3:48])=[O:13])([CH3:10])([CH3:9])[CH3:8]. Product: [C:7]([O:11][C:12]([N:14]1[CH2:18][C@@H:17]([N:19]([CH2:32][C:33]2[CH:34]=[C:35]([C:43]([F:46])([F:44])[F:45])[CH:36]=[C:37]([C:39]([F:40])([F:41])[F:42])[CH:38]=2)[C:20]2[N:21]=[CH:22][C:23]([CH2:26][CH2:27][CH2:28][OH:29])=[CH:24][N:25]=2)[CH2:16][C@H:15]1[CH2:47][CH3:48])=[O:13])([CH3:10])([CH3:9])[CH3:8]. The catalyst class is: 27. (8) The catalyst class is: 119. Product: [F:1][C:2]1[CH:3]=[C:4]([CH:13]2[C:22]([CH3:24])([CH3:23])[CH2:21][C:20]3[C:15](=[CH:16][CH:17]=[C:18]([C:25]([NH:32][S:29]([CH3:28])(=[O:31])=[O:30])=[O:27])[CH:19]=3)[NH:14]2)[CH:5]=[C:6]([N:8]2[CH2:9][CH2:10][CH2:11][CH2:12]2)[CH:7]=1. Reactant: [F:1][C:2]1[CH:3]=[C:4]([CH:13]2[C:22]([CH3:24])([CH3:23])[CH2:21][C:20]3[C:15](=[CH:16][CH:17]=[C:18]([C:25]([OH:27])=O)[CH:19]=3)[NH:14]2)[CH:5]=[C:6]([N:8]2[CH2:12][CH2:11][CH2:10][CH2:9]2)[CH:7]=1.[CH3:28][S:29]([NH2:32])(=[O:31])=[O:30].